This data is from CYP1A2 inhibition data for predicting drug metabolism from PubChem BioAssay. The task is: Regression/Classification. Given a drug SMILES string, predict its absorption, distribution, metabolism, or excretion properties. Task type varies by dataset: regression for continuous measurements (e.g., permeability, clearance, half-life) or binary classification for categorical outcomes (e.g., BBB penetration, CYP inhibition). Dataset: cyp1a2_veith. (1) The molecule is CC(C)OCCCN1CN(S(=O)(=O)c2cccc(Cl)c2)c2nc3ccccc3nc21. The result is 1 (inhibitor). (2) The molecule is CC(=O)Nc1ccc(N2C(=O)CSC2c2c(F)cccc2Cl)cc1. The result is 0 (non-inhibitor). (3) The molecule is O=C(Cn1cccc1C(=O)c1ccccc1)NCc1cccs1. The result is 1 (inhibitor). (4) The molecule is CS(=O)(=O)N1CCC[C@@]2(CCN(C(=O)Nc3cccc(C#N)c3)C2)C1. The result is 0 (non-inhibitor). (5) The drug is COc1ccc(COc2ccsc2C(=O)Nc2ccc(Cl)c(Cl)c2)cc1. The result is 1 (inhibitor). (6) The drug is CCn1c(CC(=O)Nc2ccc(C)cc2)nnc1SCC(=O)Nc1nc(C)cs1. The result is 0 (non-inhibitor). (7) The molecule is Cc1cc2ncn(/N=C/c3ccc([N+](=O)[O-])o3)c2cc1C. The result is 1 (inhibitor). (8) The compound is O=C(CCCN1C=C[C@@H](n2c(=O)[nH]c3ccccc32)CC1)c1ccc(F)cc1. The result is 0 (non-inhibitor).